From a dataset of Reaction yield outcomes from USPTO patents with 853,638 reactions. Predict the reaction yield, written as a fraction of the theoretical maximum amount of product (1.0 means a 100% yield; for example, 0.34 means a 34% yield). (1) The reactants are [C:1]([C:5]1[CH:42]=[CH:41][CH:40]=[CH:39][C:6]=1[O:7][C:8]1[CH:13]=[CH:12][C:11]([C:14]2[CH:19]=[CH:18][C:17]([O:20][CH2:21][CH3:22])=[C:16]([C:23]([O:25]CC)=[O:24])[CH:15]=2)=[CH:10][C:9]=1[NH:28][C:29]([NH:31][C:32]1[CH:37]=[CH:36][C:35]([CH3:38])=[CH:34][CH:33]=1)=[O:30])([CH3:4])([CH3:3])[CH3:2].[OH-].[Li+].CO. The catalyst is C1COCC1.O. The product is [C:1]([C:5]1[CH:42]=[CH:41][CH:40]=[CH:39][C:6]=1[O:7][C:8]1[CH:13]=[CH:12][C:11]([C:14]2[CH:19]=[CH:18][C:17]([O:20][CH2:21][CH3:22])=[C:16]([C:23]([OH:25])=[O:24])[CH:15]=2)=[CH:10][C:9]=1[NH:28][C:29]([NH:31][C:32]1[CH:33]=[CH:34][C:35]([CH3:38])=[CH:36][CH:37]=1)=[O:30])([CH3:2])([CH3:3])[CH3:4]. The yield is 0.960. (2) The reactants are Br[C:2]1[CH:7]=[CH:6][C:5]([O:8][CH3:9])=[C:4]([CH:10]([CH3:12])[CH3:11])[C:3]=1[CH3:13].[Li]CCCC.[CH3:19][O:20][C:21]1[CH:28]=[CH:27][C:24]([CH:25]=[O:26])=[C:23]([CH3:29])[CH:22]=1. The catalyst is C1COCC1. The product is [CH3:9][O:8][C:5]1[CH:6]=[CH:7][C:2]([CH:25]([C:24]2[CH:27]=[CH:28][C:21]([O:20][CH3:19])=[CH:22][C:23]=2[CH3:29])[OH:26])=[C:3]([CH3:13])[C:4]=1[CH:10]([CH3:12])[CH3:11]. The yield is 1.00.